From a dataset of Reaction yield outcomes from USPTO patents with 853,638 reactions. Predict the reaction yield, written as a fraction of the theoretical maximum amount of product (1.0 means a 100% yield; for example, 0.34 means a 34% yield). (1) The reactants are [CH2:1]([C:4]1[CH:9]=[CH:8][C:7]([CH2:10][OH:11])=[CH:6][CH:5]=1)[C:2]#[CH:3].Br[C:13]1[C:14]([NH:21][CH:22]2[CH2:27][CH2:26][CH2:25][CH2:24][CH2:23]2)=[N:15][C:16]([C:19]#[N:20])=[N:17][CH:18]=1.C(N(CC)CC)C. The catalyst is CN(C=O)C.Cl[Pd](Cl)([P](C1C=CC=CC=1)(C1C=CC=CC=1)C1C=CC=CC=1)[P](C1C=CC=CC=1)(C1C=CC=CC=1)C1C=CC=CC=1.[Cu]I. The product is [CH:22]1([N:21]2[C:14]3[N:15]=[C:16]([C:19]#[N:20])[N:17]=[CH:18][C:13]=3[CH:3]=[C:2]2[CH2:1][C:4]2[CH:9]=[CH:8][C:7]([CH2:10][OH:11])=[CH:6][CH:5]=2)[CH2:23][CH2:24][CH2:25][CH2:26][CH2:27]1. The yield is 0.580. (2) The product is [F:10][C:9]1[C:4]([F:3])=[C:5]([NH:16][C:17]2[CH:22]=[CH:21][C:20]([I:23])=[CH:19][C:18]=2[F:24])[C:6]([NH2:13])=[C:7]([O:11][CH3:12])[CH:8]=1. The yield is 0.903. The reactants are [Cl-].[NH4+].[F:3][C:4]1[C:9]([F:10])=[CH:8][C:7]([O:11][CH3:12])=[C:6]([N+:13]([O-])=O)[C:5]=1[NH:16][C:17]1[CH:22]=[CH:21][C:20]([I:23])=[CH:19][C:18]=1[F:24]. The catalyst is C(O)C.[Fe]. (3) The reactants are [Cl:1][C:2]1[CH:3]=[C:4]([CH:7]=[CH:8][C:9]=1[CH2:10][NH:11][C:12]1[CH:17]=[CH:16][CH:15]=[CH:14][N:13]=1)[CH:5]=O.[C:18]([O-])([O-])=O.[K+].[K+]. The catalyst is O1CCOCC1.[Br-].C[P+](C1C=CC=CC=1)(C1C=CC=CC=1)C1C=CC=CC=1. The product is [Cl:1][C:2]1[CH:3]=[C:4]([CH:5]=[CH2:18])[CH:7]=[CH:8][C:9]=1[CH2:10][NH:11][C:12]1[CH:17]=[CH:16][CH:15]=[CH:14][N:13]=1. The yield is 0.500.